From a dataset of Catalyst prediction with 721,799 reactions and 888 catalyst types from USPTO. Predict which catalyst facilitates the given reaction. (1) Reactant: [Br:1][C:2]1[S:3][C:4](C(=O)C2C=CC(I)=C([N+]([O-])=O)C=2)=[CH:5][C:6]=1[CH2:7][C:8]([O:10][CH2:11][CH3:12])=[O:9].S1C=CC(CC(OCC)=O)=C1.C1C(=O)N(Br)C(=O)C1. Product: [Br:1][C:2]1[S:3][CH:4]=[CH:5][C:6]=1[CH2:7][C:8]([O:10][CH2:11][CH3:12])=[O:9]. The catalyst class is: 1. (2) Reactant: [Cl:1][C:2]1[C:11]2[C:6](=[CH:7][C:8]([CH2:12][N:13]3[CH2:18][CH:17]([CH3:19])[NH:16][C@@H:15]([CH3:20])[C:14]3=[O:21])=[CH:9][CH:10]=2)[N:5]=[CH:4][CH:3]=1.C(=O)([O-])[O-].[K+].[K+].Br[CH2:29][CH:30]=[CH:31][C:32]1[S:33][C:34]([Cl:37])=[CH:35][CH:36]=1. Product: [Cl:1][C:2]1[C:11]2[C:6](=[CH:7][C:8]([CH2:12][N:13]3[CH2:18][C@@H:17]([CH3:19])[N:16]([CH2:29][CH:30]=[CH:31][C:32]4[S:33][C:34]([Cl:37])=[CH:35][CH:36]=4)[C@@H:15]([CH3:20])[C:14]3=[O:21])=[CH:9][CH:10]=2)[N:5]=[CH:4][CH:3]=1. The catalyst class is: 3.